From a dataset of Forward reaction prediction with 1.9M reactions from USPTO patents (1976-2016). Predict the product of the given reaction. (1) Given the reactants [CH2:1]([O:4][C:5]1[CH:6]=[CH:7][C:8]([Br:13])=[C:9]([CH:12]=1)[CH2:10][OH:11])[CH:2]=[CH2:3].C(N(CC)CC)C.[CH3:21][S:22](O[S:22]([CH3:21])(=[O:24])=[O:23])(=[O:24])=[O:23].C(=O)(O)[O-].[Na+], predict the reaction product. The product is: [CH3:21][S:22]([O:11][CH2:10][C:9]1[CH:12]=[C:5]([O:4][CH2:1][CH:2]=[CH2:3])[CH:6]=[CH:7][C:8]=1[Br:13])(=[O:24])=[O:23]. (2) Given the reactants [Li+].[O:2]=[C:3]1[CH:8]=[C:7]([NH:9][C:10](=[O:18])[CH2:11][C:12]2[CH:17]=[CH:16][CH:15]=[CH:14][CH:13]=2)[CH:6]=[CH:5][N:4]1[CH2:19][CH2:20][CH2:21][CH2:22][N:23]1[CH:27]=[C:26]([C:28]([O-:30])=O)[N:25]=[N:24]1.[CH2:31]([NH2:38])[C:32]1[CH:37]=[CH:36][CH:35]=[CH:34][CH:33]=1.C(P1(=O)OP(CCC)(=O)OP(CCC)(=O)O1)CC, predict the reaction product. The product is: [CH2:31]([NH:38][C:28]([C:26]1[N:25]=[N:24][N:23]([CH2:22][CH2:21][CH2:20][CH2:19][N:4]2[CH:5]=[CH:6][C:7]([NH:9][C:10](=[O:18])[CH2:11][C:12]3[CH:13]=[CH:14][CH:15]=[CH:16][CH:17]=3)=[CH:8][C:3]2=[O:2])[CH:27]=1)=[O:30])[C:32]1[CH:37]=[CH:36][CH:35]=[CH:34][CH:33]=1. (3) Given the reactants [CH:1]1([C:5]2[C:14]3[C:9](=[CH:10][CH:11]=[CH:12][CH:13]=3)[N:8]=[CH:7][CH:6]=2)[CH2:4][CH2:3][CH2:2]1.[Br:15][CH2:16][C:17]1[CH:22]=[CH:21][CH:20]=[CH:19][CH:18]=1, predict the reaction product. The product is: [Br-:15].[CH2:16]([N+:8]1[C:9]2[C:14](=[CH:13][CH:12]=[CH:11][CH:10]=2)[C:5]([CH:1]2[CH2:2][CH2:3][CH2:4]2)=[CH:6][CH:7]=1)[C:17]1[CH:22]=[CH:21][CH:20]=[CH:19][CH:18]=1.